Regression. Given a peptide amino acid sequence and an MHC pseudo amino acid sequence, predict their binding affinity value. This is MHC class I binding data. From a dataset of Peptide-MHC class I binding affinity with 185,985 pairs from IEDB/IMGT. (1) The peptide sequence is FGYMNLLGV. The MHC is H-2-Db with pseudo-sequence H-2-Db. The binding affinity (normalized) is 0.436. (2) The peptide sequence is HASHYTIPW. The MHC is HLA-B15:42 with pseudo-sequence HLA-B15:42. The binding affinity (normalized) is 0.213. (3) The peptide sequence is STLFYVSSIFL. The MHC is Mamu-A01 with pseudo-sequence Mamu-A01. The binding affinity (normalized) is 0.585. (4) The peptide sequence is GLKELGDWV. The MHC is HLA-B07:02 with pseudo-sequence HLA-B07:02. The binding affinity (normalized) is 0.0847. (5) The peptide sequence is MLQDGNKGSV. The MHC is HLA-A02:01 with pseudo-sequence HLA-A02:01. The binding affinity (normalized) is 0.378. (6) The peptide sequence is NQNALVCGL. The MHC is HLA-A02:01 with pseudo-sequence HLA-A02:01. The binding affinity (normalized) is 0.